This data is from Peptide-MHC class I binding affinity with 185,985 pairs from IEDB/IMGT. The task is: Regression. Given a peptide amino acid sequence and an MHC pseudo amino acid sequence, predict their binding affinity value. This is MHC class I binding data. The peptide sequence is MLVCGDDLVV. The MHC is HLA-A02:06 with pseudo-sequence HLA-A02:06. The binding affinity (normalized) is 0.533.